This data is from Catalyst prediction with 721,799 reactions and 888 catalyst types from USPTO. The task is: Predict which catalyst facilitates the given reaction. (1) Reactant: C[O:2][C:3]1[CH:4]=[C:5]([CH:26]=[CH2:27])[C:6]2[O:10][C:9]([C:11]3[CH:16]=[CH:15]C(OC)=[CH:13][CH:12]=3)=[C:8]([C:19]3[CH:24]=[CH:23][CH:22]=[CH:21][CH:20]=3)[C:7]=2[CH:25]=1.C1CCCCC=1.B(F)(F)F.S(C)C.[C:41]([O-])(O)=[O:42].[Na+].[CH3:46][OH:47]. Product: [OH:47][C:46]1[CH:15]=[CH:16][C:11]([C:9]2[O:10][C:6]3[C:5]([CH:26]([O:42][CH3:41])[CH3:27])=[CH:4][C:3]([OH:2])=[CH:25][C:7]=3[C:8]=2[C:19]2[CH:24]=[CH:23][CH:22]=[CH:21][CH:20]=2)=[CH:12][CH:13]=1. The catalyst class is: 2. (2) Reactant: [Cl:1][C:2]1[CH:3]=[C:4]([CH:6]=[C:7]([Cl:9])[CH:8]=1)[NH2:5].[CH2:10]([C:12](=O)[C:13]([O-:15])=[O:14])[CH3:11].[F:17][C:18]([F:28])([F:27])[C:19]1[CH:20]=[C:21]([CH:24]=[CH:25][CH:26]=1)C=C.F[C:30](F)(F)[C:31](O)=O. Product: [CH2:30]([O:15][C:13]([CH:12]1[CH2:10][CH:11]([C:25]2[CH:24]=[CH:21][CH:20]=[C:19]([C:18]([F:17])([F:27])[F:28])[CH:26]=2)[C:3]2[C:4](=[CH:6][C:7]([Cl:9])=[CH:8][C:2]=2[Cl:1])[NH:5]1)=[O:14])[CH3:31]. The catalyst class is: 10. (3) Reactant: [CH:1]1([C:4]2[N:8]([CH3:9])[N:7]=[C:6]([NH:10][C:11]([N:13]3[C:21]4[C:16](=[CH:17][C:18]([O:22][C:23]5[CH:28]=[CH:27][N:26]=[C:25]([CH2:29][N:30](C)[C:31](=O)OC(C)(C)C)[CH:24]=5)=[CH:19][CH:20]=4)[CH:15]=[CH:14]3)=[O:12])[CH:5]=2)[CH2:3][CH2:2]1.C(O)(C(F)(F)F)=O. Product: [CH:1]1([C:4]2[N:8]([CH3:9])[N:7]=[C:6]([NH:10][C:11]([N:13]3[C:21]4[C:16](=[CH:17][C:18]([O:22][C:23]5[CH:28]=[CH:27][N:26]=[C:25]([CH2:29][NH:30][CH3:31])[CH:24]=5)=[CH:19][CH:20]=4)[CH:15]=[CH:14]3)=[O:12])[CH:5]=2)[CH2:3][CH2:2]1. The catalyst class is: 2. (4) Reactant: CCCC[N+](CCCC)(CCCC)CCCC.[F-].[C:19]([C@H:22]1[O:30][C@H:29]2[C@H:25]([N:26]=[C:27]([N:31]([CH2:39][CH:40]=[CH2:41])[C:32](=[O:38])[O:33][C:34]([CH3:37])([CH3:36])[CH3:35])[S:28]2)[C@@H:24]([O:42][CH2:43][C:44]2[CH:49]=[CH:48][CH:47]=[CH:46][CH:45]=2)[C@@H:23]1[O:50][CH2:51][C:52]1[CH:57]=[CH:56][CH:55]=[CH:54][CH:53]=1)(=[O:21])[CH3:20].[C:58]([Si](C)(C)C)([F:61])([F:60])[F:59]. The catalyst class is: 1. Product: [CH2:51]([O:50][C@@H:23]1[C@@H:22]([C:19]([OH:21])([CH3:20])[C:58]([F:61])([F:60])[F:59])[O:30][C@H:29]2[C@H:25]([N:26]=[C:27]([N:31]([CH2:39][CH:40]=[CH2:41])[C:32](=[O:38])[O:33][C:34]([CH3:37])([CH3:36])[CH3:35])[S:28]2)[C@H:24]1[O:42][CH2:43][C:44]1[CH:45]=[CH:46][CH:47]=[CH:48][CH:49]=1)[C:52]1[CH:57]=[CH:56][CH:55]=[CH:54][CH:53]=1. (5) Reactant: [F:1][C:2]1([F:26])[O:6][C:5]2[CH:7]=[CH:8][CH:9]=[C:10]([N:11]3[CH:16]=[C:15]([O:17][CH3:18])[C:14](=[O:19])[C:13]([C:20](N(OC)C)=[O:21])=[N:12]3)[C:4]=2[O:3]1.[CH3:27][Mg+].[Br-]. Product: [C:20]([C:13]1[C:14](=[O:19])[C:15]([O:17][CH3:18])=[CH:16][N:11]([C:10]2[C:4]3[O:3][C:2]([F:26])([F:1])[O:6][C:5]=3[CH:7]=[CH:8][CH:9]=2)[N:12]=1)(=[O:21])[CH3:27]. The catalyst class is: 1.